From a dataset of Reaction yield outcomes from USPTO patents with 853,638 reactions. Predict the reaction yield, written as a fraction of the theoretical maximum amount of product (1.0 means a 100% yield; for example, 0.34 means a 34% yield). (1) The reactants are [F:1][C:2]1[CH:7]=[CH:6][C:5]([CH2:8][C:9]2[CH:18]=[C:17]3[C:12]([C:13]([OH:25])=[C:14]([C:20]([O:22][CH2:23][CH3:24])=[O:21])[C:15](=[O:19])[NH:16]3)=[N:11][CH:10]=2)=[CH:4][CH:3]=1.I[CH2:27][C:28]#[N:29]. The catalyst is O1CCCC1. The product is [C:28]([CH2:27][N:16]1[C:17]2[C:12](=[N:11][CH:10]=[C:9]([CH2:8][C:5]3[CH:6]=[CH:7][C:2]([F:1])=[CH:3][CH:4]=3)[CH:18]=2)[C:13]([OH:25])=[C:14]([C:20]([O:22][CH2:23][CH3:24])=[O:21])[C:15]1=[O:19])#[N:29]. The yield is 0.950. (2) The reactants are N.[OH:2][C:3]1[CH:8]=[CH:7][C:6]([C:9]2[CH:14]=[CH:13][C:12]([C:15]([OH:17])=O)=[CH:11][CH:10]=2)=[CH:5][CH:4]=1.C1C=CC2N(O)N=[N:24]C=2C=1.CCN=C=NCCCN(C)C.Cl. The catalyst is O1CCCC1. The product is [OH:2][C:3]1[CH:8]=[CH:7][C:6]([C:9]2[CH:14]=[CH:13][C:12]([C:15]([NH2:24])=[O:17])=[CH:11][CH:10]=2)=[CH:5][CH:4]=1. The yield is 0.500. (3) The reactants are [CH3:1][S:2]([N:5]1[CH2:10][CH2:9][N:8]([CH2:11][CH2:12][O:13][C:14]2[CH:22]=[C:21]3[C:17]([C:18]([C:34]4[CH:39]=[CH:38][C:37]([C:40]([F:43])([F:42])[F:41])=[CH:36][CH:35]=4)=[C:19]([C:24]4[CH:29]=CC(C(F)(F)F)=C[CH:25]=4)[C:20]3=[O:23])=[CH:16][CH:15]=2)[CH2:7][CH2:6]1)(=[O:4])=[O:3].O1CCN(CCOC2C=C3C(C(C4C=CC=CC=4)=C(Br)C3=O)=CC=2)CC1.[N:70]1C=C(B(O)O)C=[N:72][CH:71]=1. No catalyst specified. The product is [CH3:1][S:2]([N:5]1[CH2:10][CH2:9][N:8]([CH2:11][CH2:12][O:13][C:14]2[CH:22]=[C:21]3[C:17]([C:18]([C:34]4[CH:39]=[CH:38][C:37]([C:40]([F:43])([F:42])[F:41])=[CH:36][CH:35]=4)=[C:19]([C:24]4[CH:25]=[N:70][CH:71]=[N:72][CH:29]=4)[C:20]3=[O:23])=[CH:16][CH:15]=2)[CH2:7][CH2:6]1)(=[O:4])=[O:3]. The yield is 0.140. (4) The reactants are Cl[C:2]1[N:7]2[N:8]=[C:9]([CH3:22])[C:10]([CH2:11][C:12]3[C:21]4[C:16](=[CH:17][CH:18]=[CH:19][CH:20]=4)[CH:15]=[CH:14][CH:13]=3)=[C:6]2[N:5]=[C:4]([N:23]2[CH2:28][CH2:27][O:26][CH2:25][CH2:24]2)[CH:3]=1.[NH:29]1[CH:33]=[CH:32][C:31](B(O)O)=[N:30]1.C(=O)([O-])[O-].[K+].[K+]. The catalyst is COCCOC.O.C1C=CC(P(C2C=CC=CC=2)[C-]2C=CC=C2)=CC=1.C1C=CC(P(C2C=CC=CC=2)[C-]2C=CC=C2)=CC=1.Cl[Pd]Cl.[Fe+2].C(Cl)Cl. The product is [CH3:22][C:9]1[C:10]([CH2:11][C:12]2[C:21]3[C:16](=[CH:17][CH:18]=[CH:19][CH:20]=3)[CH:15]=[CH:14][CH:13]=2)=[C:6]2[N:5]=[C:4]([N:23]3[CH2:28][CH2:27][O:26][CH2:25][CH2:24]3)[CH:3]=[C:2]([C:33]3[CH:32]=[CH:31][NH:30][N:29]=3)[N:7]2[N:8]=1. The yield is 0.200. (5) The reactants are [C:1]([O:5][C:6]([NH:8][CH2:9][CH:10]([S:17]([OH:20])(=[O:19])=[O:18])[CH2:11][C:12]([O:14]CC)=[O:13])=[O:7])([CH3:4])([CH3:3])[CH3:2].O.[OH-].[Li+]. The catalyst is C1COCC1.O. The product is [C:1]([O:5][C:6]([NH:8][CH2:9][CH:10]([S:17]([OH:20])(=[O:18])=[O:19])[CH2:11][C:12]([OH:14])=[O:13])=[O:7])([CH3:4])([CH3:2])[CH3:3]. The yield is 0.900. (6) The reactants are [NH2:1][C@H:2]([C:4]([N:6]1[C:12](=[O:13])[CH:11]([CH3:14])[C:10]2[CH:15]=[CH:16][CH:17]=[CH:18][C:9]=2[C:8]2[C:19]([NH2:23])=[CH:20][CH:21]=[CH:22][C:7]1=2)=[O:5])[CH3:3].N1C=CC=CC=1.[CH2:30]([S:34](Cl)(=[O:36])=[O:35])[CH2:31][CH2:32][CH3:33]. The catalyst is CN(C=O)C. The product is [CH2:30]([S:34]([NH:1][C@H:2]([C:4]([N:6]1[C:12](=[O:13])[CH:11]([CH3:14])[C:10]2[CH:15]=[CH:16][CH:17]=[CH:18][C:9]=2[C:8]2[C:19]([NH2:23])=[CH:20][CH:21]=[CH:22][C:7]1=2)=[O:5])[CH3:3])(=[O:36])=[O:35])[CH2:31][CH2:32][CH3:33]. The yield is 0.340. (7) The reactants are [ClH:1].[NH:2]1[C@@H:10]2[C@H:5]([CH2:6][CH2:7][CH2:8][CH2:9]2)[CH2:4][C@H:3]1[C:11]([O:13]CC)=[O:12].Cl. The catalyst is O. The product is [ClH:1].[NH:2]1[C@@H:10]2[C@H:5]([CH2:6][CH2:7][CH2:8][CH2:9]2)[CH2:4][C@H:3]1[C:11]([OH:13])=[O:12]. The yield is 0.869. (8) The reactants are [CH2:1]([O:8][C:9]([N:11]1[CH2:16][CH2:15][N:14]([C:17]2[S:18][C:19]3[CH:25]=[C:24]([N+:26]([O-])=O)[CH:23]=[CH:22][C:20]=3[N:21]=2)[CH2:13][CH2:12]1)=[O:10])[C:2]1[CH:7]=[CH:6][CH:5]=[CH:4][CH:3]=1.Cl[Sn]Cl.Cl.[OH-].[Na+]. The catalyst is CCO.O. The product is [CH2:1]([O:8][C:9]([N:11]1[CH2:16][CH2:15][N:14]([C:17]2[S:18][C:19]3[CH:25]=[C:24]([NH2:26])[CH:23]=[CH:22][C:20]=3[N:21]=2)[CH2:13][CH2:12]1)=[O:10])[C:2]1[CH:3]=[CH:4][CH:5]=[CH:6][CH:7]=1. The yield is 0.770. (9) The reactants are [H-].[Na+].CS(C)=O.Cl.[NH2:8][C:9]1[CH:14]=[CH:13][C:12]([OH:15])=[C:11]([Cl:16])[CH:10]=1.Cl[C:18]1[C:27]2[C:22](=[CH:23][C:24]([O:30][CH3:31])=[C:25]([O:28][CH3:29])[CH:26]=2)[N:21]=[CH:20][CH:19]=1. The catalyst is C(Cl)(Cl)Cl.O. The product is [Cl:16][C:11]1[CH:10]=[C:9]([CH:14]=[CH:13][C:12]=1[O:15][C:18]1[C:27]2[C:22](=[CH:23][C:24]([O:30][CH3:31])=[C:25]([O:28][CH3:29])[CH:26]=2)[N:21]=[CH:20][CH:19]=1)[NH2:8]. The yield is 0.600.